This data is from Forward reaction prediction with 1.9M reactions from USPTO patents (1976-2016). The task is: Predict the product of the given reaction. (1) Given the reactants [F:1][C:2]1[C:7]([C:8]([F:11])([F:10])[F:9])=[CH:6][CH:5]=[CH:4][C:3]=1[C:12]1([OH:18])[CH2:17][CH2:16][NH:15][CH2:14][CH2:13]1.C(=O)([O-])[O-].[K+].[K+].Br[CH:26]([CH3:28])[CH3:27], predict the reaction product. The product is: [F:1][C:2]1[C:7]([C:8]([F:10])([F:11])[F:9])=[CH:6][CH:5]=[CH:4][C:3]=1[C:12]1([OH:18])[CH2:17][CH2:16][N:15]([CH:26]([CH3:28])[CH3:27])[CH2:14][CH2:13]1. (2) Given the reactants O(S(C(F)(F)F)(=O)=O)S(C(F)(F)F)(=O)=O.N#N.[Cl:18][CH2:19][CH2:20][C:21]([NH:23][C:24]1[C:25]([C:31]2[NH:32][C:33]3[C:38]([CH:39]=2)=[C:37]([F:40])[CH:36]=[CH:35][CH:34]=3)=[N:26][C:27]([Cl:30])=[CH:28][CH:29]=1)=O, predict the reaction product. The product is: [Cl:30][C:27]1[N:26]=[C:25]2[C:24](=[CH:29][CH:28]=1)[N:23]=[C:21]([CH2:20][CH2:19][Cl:18])[C:39]1[C:38]3[C:33]([NH:32][C:31]2=1)=[CH:34][CH:35]=[CH:36][C:37]=3[F:40]. (3) Given the reactants [O:1]1[C:5]2[CH:6]=[CH:7][C:8]([N:10]3[C:18]4[C:17]5[CH:19]=[C:20]([NH:23]C(C6C(Cl)=NC=CC=6)=O)[CH:21]=[CH:22][C:16]=5[CH2:15][CH2:14][C:13]=4[C:12]([C:33]([NH2:35])=[O:34])=[N:11]3)=[CH:9][C:4]=2[O:3][CH2:2]1.N, predict the reaction product. The product is: [NH2:23][C:20]1[CH:21]=[CH:22][C:16]2[CH2:15][CH2:14][C:13]3[C:12]([C:33]([NH2:35])=[O:34])=[N:11][N:10]([C:8]4[CH:7]=[CH:6][C:5]5[O:1][CH2:2][O:3][C:4]=5[CH:9]=4)[C:18]=3[C:17]=2[CH:19]=1. (4) Given the reactants [O:1]=[C:2]1[CH2:7][CH2:6][CH:5]([C:8]([O:10][CH2:11][CH3:12])=[O:9])[CH2:4][CH2:3]1.[C:13]1([C:15](=[CH:17][CH:18]=[CH:19][CH:20]=1)O)[OH:14].O.C1(C)C=CC(S(O)(=O)=O)=CC=1, predict the reaction product. The product is: [C:2]12([O:14][C:13]3[CH:15]=[CH:17][CH:18]=[CH:19][C:20]=3[O:1]1)[CH2:7][CH2:6][CH:5]([C:8]([O:10][CH2:11][CH3:12])=[O:9])[CH2:4][CH2:3]2. (5) Given the reactants [CH3:1][C:2]1[N:11]2[C:5]([CH:6]([O:16][CH:17]3[CH2:22][CH2:21][N:20]([CH3:23])[CH2:19][CH2:18]3)[C:7]3[CH:15]=[CH:14][CH:13]=[CH:12][C:8]=3[CH2:9][CH2:10]2)=[N:4][C:3]=1[C:24]1[CH:38]=[CH:37][C:27]([C:28]([N:30]2[CH2:35][CH2:34][C:33](=[O:36])[CH2:32][CH2:31]2)=[O:29])=[CH:26][CH:25]=1.[BH4-].[Na+].O, predict the reaction product. The product is: [OH:36][CH:33]1[CH2:34][CH2:35][N:30]([C:28]([C:27]2[CH:26]=[CH:25][C:24]([C:3]3[N:4]=[C:5]4[N:11]([CH2:10][CH2:9][C:8]5[CH:12]=[CH:13][CH:14]=[CH:15][C:7]=5[CH:6]4[O:16][CH:17]4[CH2:18][CH2:19][N:20]([CH3:23])[CH2:21][CH2:22]4)[C:2]=3[CH3:1])=[CH:38][CH:37]=2)=[O:29])[CH2:31][CH2:32]1.